From a dataset of Peptide-MHC class II binding affinity with 134,281 pairs from IEDB. Regression. Given a peptide amino acid sequence and an MHC pseudo amino acid sequence, predict their binding affinity value. This is MHC class II binding data. (1) The peptide sequence is RGLKLATALSLSNKF. The MHC is HLA-DQA10501-DQB10201 with pseudo-sequence HLA-DQA10501-DQB10201. The binding affinity (normalized) is 0.535. (2) The peptide sequence is ANPLSNPFYMDDR. The MHC is DRB5_0101 with pseudo-sequence DRB5_0101. The binding affinity (normalized) is 0.0426. (3) The peptide sequence is DDIKATYDKGILTVS. The MHC is DRB3_0101 with pseudo-sequence DRB3_0101. The binding affinity (normalized) is 0.531. (4) The peptide sequence is FVVFLVAAALGGLAA. The MHC is DRB1_1602 with pseudo-sequence DRB1_1602. The binding affinity (normalized) is 0.482. (5) The peptide sequence is MTEQQWNFAGIEAAA. The MHC is HLA-DQA10102-DQB10602 with pseudo-sequence HLA-DQA10102-DQB10602. The binding affinity (normalized) is 0.507. (6) The peptide sequence is VLVMLVLLILAYRRRWRRLTV. The MHC is DRB1_1501 with pseudo-sequence DRB1_1501. The binding affinity (normalized) is 0.395. (7) The peptide sequence is RNVRFSDEGGFTCFF. The MHC is HLA-DQA10501-DQB10301 with pseudo-sequence HLA-DQA10501-DQB10301. The binding affinity (normalized) is 0.164. (8) The MHC is DRB5_0101 with pseudo-sequence DRB5_0101. The peptide sequence is LVSQALNSVANRS. The binding affinity (normalized) is 0.0208. (9) The peptide sequence is AILRRRRRIAEPATC. The MHC is DRB1_0404 with pseudo-sequence DRB1_0404. The binding affinity (normalized) is 0.412. (10) The peptide sequence is NIRYLVMAIVSDFSS. The MHC is DRB1_0401 with pseudo-sequence DRB1_0401. The binding affinity (normalized) is 0.667.